Dataset: Ames mutagenicity test results for genotoxicity prediction. Task: Regression/Classification. Given a drug SMILES string, predict its toxicity properties. Task type varies by dataset: regression for continuous values (e.g., LD50, hERG inhibition percentage) or binary classification for toxic/non-toxic outcomes (e.g., AMES mutagenicity, cardiotoxicity, hepatotoxicity). Dataset: ames. (1) The compound is CC(C)(C)NCC(O)COc1cccc2c1CC(O)C(O)C2. The result is 0 (non-mutagenic). (2) The molecule is O=c1n(Cl)c(=O)n(Cl)c(=O)n1Cl. The result is 0 (non-mutagenic).